From a dataset of Reaction yield outcomes from USPTO patents with 853,638 reactions. Predict the reaction yield, written as a fraction of the theoretical maximum amount of product (1.0 means a 100% yield; for example, 0.34 means a 34% yield). (1) The reactants are [OH:1]OS([O-])=O.[K+].[F:7][C:8]1[CH:9]=[C:10]([S:15][C:16]2[CH:17]=[C:18]3[C:24]([NH2:25])=[N:23][NH:22][C:19]3=[N:20][CH:21]=2)[CH:11]=[C:12]([F:14])[CH:13]=1.O1CCCC1.CO.[OH2:33]. No catalyst specified. The product is [F:7][C:8]1[CH:9]=[C:10]([S:15]([C:16]2[CH:17]=[C:18]3[C:24]([NH2:25])=[N:23][NH:22][C:19]3=[N:20][CH:21]=2)(=[O:1])=[O:33])[CH:11]=[C:12]([F:14])[CH:13]=1. The yield is 0.810. (2) The reactants are CS[C:3]1[CH:8]=[CH:7][C:6]([C:9]2[CH2:14][O:13][C:11](=[O:12])[C:10]=2[C:15]2[CH:20]=[CH:19][CH:18]=[CH:17][CH:16]=2)=[CH:5][CH:4]=1.O[O:22][S:23]([O-:25])=O.[K+].S([O-])(O[O-])(=O)=O.[K+].[K+].[CH3:35]C(C)=O. The catalyst is O. The product is [CH3:35][S:23]([C:3]1[CH:4]=[CH:5][C:6]([C:9]2[CH2:14][O:13][C:11](=[O:12])[C:10]=2[C:15]2[CH:20]=[CH:19][CH:18]=[CH:17][CH:16]=2)=[CH:7][CH:8]=1)(=[O:25])=[O:22]. The yield is 0.950. (3) The reactants are [N:1]1([C:6]2[CH:7]=[CH:8][C:9]([N+:13]([O-])=O)=[C:10]([CH:12]=2)[NH2:11])[CH:5]=[CH:4][N:3]=[CH:2]1. The catalyst is C(O)C.[Pd]. The product is [N:1]1([C:6]2[CH:12]=[C:10]([NH2:11])[C:9]([NH2:13])=[CH:8][CH:7]=2)[CH:5]=[CH:4][N:3]=[CH:2]1. The yield is 0.940. (4) The reactants are [S:1]1[C:5]2[CH:6]=[CH:7][CH:8]=[CH:9][C:4]=2[N:3]=[C:2]1[CH2:10][C:11]([O:13][CH2:14][CH3:15])=[O:12].[F:16][C:17]1C=C[C:20]([CH:21]=O)=[C:19](O)[CH:18]=1.N1CCCCC1. The catalyst is CC#N.C(O)(=O)C. The product is [S:1]1[C:5]2[CH:6]=[CH:7][CH:8]=[CH:9][C:4]=2[N:3]=[C:2]1[C:10]1[C:11](=[O:12])[O:13][C:14]2[C:20]([CH:21]=1)=[CH:19][CH:18]=[C:17]([F:16])[CH:15]=2. The yield is 0.800. (5) The reactants are [Cl:1][C:2]1[C:10]2[N:9]=[C:8]3[N:11]([C:15]4[CH:20]=[CH:19][C:18]([Cl:21])=[CH:17][C:16]=4[Cl:22])[CH2:12][CH2:13][CH2:14][N:7]3[C:6]=2[C:5]([CH:23]([NH:26][C:27](=[O:29])[CH3:28])[CH2:24][CH3:25])=[CH:4][CH:3]=1.[H-].[Na+].[CH3:32]I. The catalyst is CN(C)C=O.O. The product is [Cl:1][C:2]1[C:10]2[N:9]=[C:8]3[N:11]([C:15]4[CH:20]=[CH:19][C:18]([Cl:21])=[CH:17][C:16]=4[Cl:22])[CH2:12][CH2:13][CH2:14][N:7]3[C:6]=2[C:5]([CH:23]([N:26]([CH3:32])[C:27](=[O:29])[CH3:28])[CH2:24][CH3:25])=[CH:4][CH:3]=1. The yield is 0.170. (6) The reactants are [C:1]([O:4][CH2:5][C:6](=[O:28])[C@@H:7]1[C@:23]2([CH3:24])[CH:10]([CH:11]3[C:20](=[CH:21][CH2:22]2)[C@:19]2([CH3:25])[C:14](=[CH:15][C:16](=[O:26])[CH:17]=[CH:18]2)[CH2:13][CH2:12]3)[CH2:9][C@H:8]1[CH3:27])(=[O:3])[CH3:2].C([SiH](CC)CC)C. The catalyst is C1C=CC(P(C2C=CC=CC=2)C2C=CC=CC=2)=CC=1.C1C=CC(P(C2C=CC=CC=2)C2C=CC=CC=2)=CC=1.C1C=CC(P(C2C=CC=CC=2)C2C=CC=CC=2)=CC=1.[Cl-].[Rh].C(Cl)Cl. The product is [C:1]([O:4][CH2:5][C:6](=[O:28])[C@@H:7]1[C@:23]2([CH3:24])[CH:10]([CH:11]3[C:20](=[CH:21][CH2:22]2)[C@:19]2([CH3:25])[C:14](=[CH:15][C:16](=[O:26])[CH2:17][CH2:18]2)[CH2:13][CH2:12]3)[CH2:9][C@H:8]1[CH3:27])(=[O:3])[CH3:2]. The yield is 0.300.